Dataset: NCI-60 drug combinations with 297,098 pairs across 59 cell lines. Task: Regression. Given two drug SMILES strings and cell line genomic features, predict the synergy score measuring deviation from expected non-interaction effect. (1) Drug 1: CCC1=C2CN3C(=CC4=C(C3=O)COC(=O)C4(CC)O)C2=NC5=C1C=C(C=C5)O. Drug 2: C(CN)CNCCSP(=O)(O)O. Cell line: EKVX. Synergy scores: CSS=6.00, Synergy_ZIP=-2.66, Synergy_Bliss=1.30, Synergy_Loewe=-6.70, Synergy_HSA=0.770. (2) Drug 1: C1CN1C2=NC(=NC(=N2)N3CC3)N4CC4. Drug 2: CC(C)NC(=O)C1=CC=C(C=C1)CNNC.Cl. Cell line: SK-MEL-28. Synergy scores: CSS=13.4, Synergy_ZIP=-6.07, Synergy_Bliss=-7.42, Synergy_Loewe=-13.1, Synergy_HSA=-6.18. (3) Drug 1: C1CN1P(=S)(N2CC2)N3CC3. Drug 2: C1CC(C1)(C(=O)O)C(=O)O.[NH2-].[NH2-].[Pt+2]. Cell line: SK-MEL-5. Synergy scores: CSS=25.4, Synergy_ZIP=-8.74, Synergy_Bliss=-0.507, Synergy_Loewe=-5.10, Synergy_HSA=2.60.